Dataset: Forward reaction prediction with 1.9M reactions from USPTO patents (1976-2016). Task: Predict the product of the given reaction. (1) Given the reactants [CH2:1]([O:3][C:4](=[O:16])[CH:5](Br)[C:6](=O)[C:7]1[CH:12]=[CH:11][CH:10]=[CH:9][C:8]=1[CH3:13])[CH3:2].[C:17]([NH2:20])(=[S:19])[CH3:18], predict the reaction product. The product is: [CH2:1]([O:3][C:4]([C:5]1[S:19][C:17]([CH3:18])=[N:20][C:6]=1[C:7]1[CH:12]=[CH:11][CH:10]=[CH:9][C:8]=1[CH3:13])=[O:16])[CH3:2]. (2) Given the reactants C(OC(=O)[NH:7][C:8]1[CH:13]=[CH:12][C:11]([Cl:14])=[CH:10][C:9]=1[NH:15][C:16](=[O:33])[CH2:17][C:18]([C:20]1[CH:25]=[CH:24][CH:23]=[C:22]([C:26]2[CH:31]=[CH:30][N:29]=[C:28]([CH3:32])[CH:27]=2)[CH:21]=1)=O)(C)(C)C.C(O)(C(F)(F)F)=O, predict the reaction product. The product is: [Cl:14][C:11]1[CH:12]=[CH:13][C:8]2[N:7]=[C:18]([C:20]3[CH:25]=[CH:24][CH:23]=[C:22]([C:26]4[CH:31]=[CH:30][N:29]=[C:28]([CH3:32])[CH:27]=4)[CH:21]=3)[CH2:17][C:16](=[O:33])[NH:15][C:9]=2[CH:10]=1.